From a dataset of Reaction yield outcomes from USPTO patents with 853,638 reactions. Predict the reaction yield, written as a fraction of the theoretical maximum amount of product (1.0 means a 100% yield; for example, 0.34 means a 34% yield). (1) The reactants are [Cl:1][C:2]1[CH:28]=[CH:27][CH:26]=[CH:25][C:3]=1[C:4]([NH:6][C:7]1[CH:12]=[CH:11][C:10]([C:13]([NH:15][CH2:16][CH:17]([OH:24])[C:18]2[CH:23]=[CH:22][CH:21]=[CH:20][CH:19]=2)=O)=[CH:9][CH:8]=1)=[O:5].CC(OI1(OC(C)=O)(OC(C)=O)OC(=O)C2C=CC=CC1=2)=O.S(=O)(=O)(O)[O-].[Na+]. The catalyst is CN(C=O)C.C(OCC)(=O)C. The product is [Cl:1][C:2]1[CH:28]=[CH:27][CH:26]=[CH:25][C:3]=1[C:4]([NH:6][C:7]1[CH:12]=[CH:11][C:10]([C:13]2[O:24][C:17]([C:18]3[CH:19]=[CH:20][CH:21]=[CH:22][CH:23]=3)=[CH:16][N:15]=2)=[CH:9][CH:8]=1)=[O:5]. The yield is 0.168. (2) The reactants are [F:1][C:2]1[CH:21]=[CH:20][C:19]([F:22])=[CH:18][C:3]=1[CH2:4][N:5]1[CH2:10][CH2:9][NH:8][C:7]2[N:11]=[CH:12][C:13]([C:15]([OH:17])=O)=[CH:14][C:6]1=2.[CH3:23][N:24]1[CH2:29][CH2:28][NH:27][CH2:26][CH2:25]1. No catalyst specified. The product is [F:1][C:2]1[CH:21]=[CH:20][C:19]([F:22])=[CH:18][C:3]=1[CH2:4][N:5]1[CH2:10][CH2:9][NH:8][C:7]2[N:11]=[CH:12][C:13]([C:15]([N:27]3[CH2:28][CH2:29][N:24]([CH3:23])[CH2:25][CH2:26]3)=[O:17])=[CH:14][C:6]1=2. The yield is 0.650. (3) The reactants are COC1C=C(OC)C=CC=1C[N:6]([C:30]1[CH:35]=[CH:34][N:33]=[CH:32][N:31]=1)[S:7]([C:10]1[CH:15]=[CH:14][C:13]([O:16][C@H:17]2[CH2:21][CH2:20][CH2:19][C@@H:18]2[C:22]2[N:26]([CH3:27])[N:25]=[CH:24][CH:23]=2)=[C:12]([CH3:28])[C:11]=1[F:29])(=[O:9])=[O:8].C([SiH](CC)CC)C.FC(F)(F)C(O)=O. The catalyst is ClCCl. The product is [F:29][C:11]1[C:12]([CH3:28])=[C:13]([O:16][C@H:17]2[CH2:21][CH2:20][CH2:19][C@@H:18]2[C:22]2[N:26]([CH3:27])[N:25]=[CH:24][CH:23]=2)[CH:14]=[CH:15][C:10]=1[S:7]([NH:6][C:30]1[CH:35]=[CH:34][N:33]=[CH:32][N:31]=1)(=[O:8])=[O:9]. The yield is 0.990. (4) The reactants are [C:1]1(=[O:11])[NH:5][C:4](=[O:6])[C:3]2=[CH:7][CH:8]=[CH:9][CH:10]=[C:2]12.[K].Cl[CH2:14][CH2:15][CH2:16][C:17](=[O:19])[CH3:18]. The catalyst is CN(C=O)C. The product is [O:19]=[C:17]([CH3:18])[CH2:16][CH2:15][CH2:14][N:5]1[C:1](=[O:11])[C:2]2[C:3](=[CH:7][CH:8]=[CH:9][CH:10]=2)[C:4]1=[O:6]. The yield is 0.340. (5) The reactants are CC(C)([O-])C.[Na+].Br[C:8]1[CH:15]=[C:14]([C:16]2[C:24]3[CH2:23][C:22]([CH3:26])([CH3:25])[CH2:21][C:20](=[O:27])[C:19]=3[N:18]([CH3:28])[N:17]=2)[CH:13]=[CH:12][C:9]=1[C:10]#[N:11].[NH2:29][CH:30]1[CH2:35][CH2:34][O:33][CH2:32][CH2:31]1.C1C=CC(P(C2C(C3C(P(C4C=CC=CC=4)C4C=CC=CC=4)=CC=C4C=3C=CC=C4)=C3C(C=CC=C3)=CC=2)C2C=CC=CC=2)=CC=1. The catalyst is C1(C)C=CC=CC=1.C1C=CC(/C=C/C(/C=C/C2C=CC=CC=2)=O)=CC=1.C1C=CC(/C=C/C(/C=C/C2C=CC=CC=2)=O)=CC=1.C1C=CC(/C=C/C(/C=C/C2C=CC=CC=2)=O)=CC=1.[Pd].[Pd]. The product is [O:33]1[CH2:34][CH2:35][CH:30]([NH:29][C:8]2[CH:15]=[C:14]([C:16]3[C:24]4[CH2:23][C:22]([CH3:26])([CH3:25])[CH2:21][C:20](=[O:27])[C:19]=4[N:18]([CH3:28])[N:17]=3)[CH:13]=[CH:12][C:9]=2[C:10]#[N:11])[CH2:31][CH2:32]1. The yield is 0.990.